Dataset: Forward reaction prediction with 1.9M reactions from USPTO patents (1976-2016). Task: Predict the product of the given reaction. (1) Given the reactants C(O)(=O)C(C)(C)C.[C:8]1([C:14]2[N:19]=[C:18]([C:20]3[CH:25]=[CH:24][CH:23]=[CH:22][CH:21]=3)[N:17]=[C:16]([C:26]3[CH:38]=[CH:37][C:36]4[C:35]5[C:30](=[CH:31][CH:32]=[CH:33][CH:34]=5)[CH:29]([CH:39]5[C:51]6[CH:50]=[C:49]([NH:52][C:53]7[CH:58]=[CH:57][CH:56]=[CH:55][CH:54]=7)[CH:48]=[CH:47][C:46]=6[C:45]6[C:40]5=[CH:41][CH:42]=[CH:43][CH:44]=6)[C:28]=4[CH:27]=3)[N:15]=2)[CH:13]=[CH:12][CH:11]=[CH:10][CH:9]=1.C(=O)([O-])[O-].[K+].[K+].C([O-])([O-])=O.[Na+].[Na+], predict the reaction product. The product is: [C:8]1([C:14]2[N:19]=[C:18]([C:20]3[CH:21]=[CH:22][CH:23]=[CH:24][CH:25]=3)[N:17]=[C:16]([C:26]3[CH:38]=[CH:37][C:36]4[C:35]5[C:30](=[CH:31][CH:32]=[CH:33][CH:34]=5)[CH:29]([CH:39]5[C:51]6=[CH:50][C:49]7[NH:52][C:53]8[C:54]([C:48]=7[CH:47]=[C:46]6[C:45]6[C:40]5=[CH:41][CH:42]=[CH:43][CH:44]=6)=[CH:55][CH:56]=[CH:57][CH:58]=8)[C:28]=4[CH:27]=3)[N:15]=2)[CH:13]=[CH:12][CH:11]=[CH:10][CH:9]=1. (2) Given the reactants [Br:1][C:2]1[CH:7]=[CH:6][C:5]([C:8]2[O:12][N:11]=[C:10]([CH3:13])[C:9]=2[CH:14]=O)=[CH:4][CH:3]=1.[CH2:16]([NH2:23])[C:17]1[CH:22]=[CH:21][CH:20]=[CH:19][CH:18]=1, predict the reaction product. The product is: [CH2:16]([NH:23][CH2:14][C:9]1[C:10]([CH3:13])=[N:11][O:12][C:8]=1[C:5]1[CH:6]=[CH:7][C:2]([Br:1])=[CH:3][CH:4]=1)[C:17]1[CH:22]=[CH:21][CH:20]=[CH:19][CH:18]=1.